From a dataset of Peptide-MHC class II binding affinity with 134,281 pairs from IEDB. Regression. Given a peptide amino acid sequence and an MHC pseudo amino acid sequence, predict their binding affinity value. This is MHC class II binding data. (1) The peptide sequence is GELQIVDKIDFAFKI. The MHC is DRB5_0101 with pseudo-sequence DRB5_0101. The binding affinity (normalized) is 0.435. (2) The MHC is DRB1_1101 with pseudo-sequence DRB1_1101. The peptide sequence is VMAFIAFLRFLAIPP. The binding affinity (normalized) is 0.800. (3) The peptide sequence is ALREKVLGLPAIKAW. The MHC is HLA-DPA10201-DPB10101 with pseudo-sequence HLA-DPA10201-DPB10101. The binding affinity (normalized) is 0.350. (4) The peptide sequence is AARFVRRDGRRGGGR. The MHC is DRB4_0101 with pseudo-sequence DRB4_0103. The binding affinity (normalized) is 0.842. (5) The peptide sequence is NRAEILPDTTYLGPL. The MHC is H-2-IAd with pseudo-sequence H-2-IAd. The binding affinity (normalized) is 0.0787. (6) The peptide sequence is AEFQMTFHLFIAAFVGAAAT. The MHC is DRB1_1501 with pseudo-sequence DRB1_1501. The binding affinity (normalized) is 0. (7) The peptide sequence is AAGYVSGVAALVRSR. The MHC is HLA-DQA10102-DQB10602 with pseudo-sequence HLA-DQA10102-DQB10602. The binding affinity (normalized) is 0.540. (8) The peptide sequence is IGCAMLHWSLILPGI. The MHC is HLA-DQA10201-DQB10303 with pseudo-sequence HLA-DQA10201-DQB10303. The binding affinity (normalized) is 0.666. (9) The peptide sequence is PLVLCNKNFFWAVKP. The MHC is DRB1_0101 with pseudo-sequence DRB1_0101. The binding affinity (normalized) is 0.191. (10) The peptide sequence is INECTAAAIAYGLDR. The MHC is HLA-DQA10501-DQB10301 with pseudo-sequence HLA-DQA10501-DQB10301. The binding affinity (normalized) is 0.620.